Predict the product of the given reaction. From a dataset of Forward reaction prediction with 1.9M reactions from USPTO patents (1976-2016). (1) Given the reactants [C:1]1(C2C=CC=CC=2)[CH:6]=[CH:5][CH:4]=[C:3]([NH:7][C@@H:8]([CH2:12][C:13]2[CH:18]=[C:17]([O:19][CH3:20])[C:16]([O:21][CH3:22])=[C:15]([O:23][CH3:24])[CH:14]=2)[C:9]([OH:11])=[O:10])[CH:2]=1.Br[C:32]1[CH:37]=CC=C(C(C)C)[CH:33]=1, predict the reaction product. The product is: [CH:32]([CH:12]([C:13]1[CH:18]=[C:17]([O:19][CH3:20])[C:16]([O:21][CH3:22])=[C:15]([O:23][CH3:24])[CH:14]=1)[CH:8]([NH:7][C:3]1[CH:4]=[CH:5][CH:6]=[CH:1][CH:2]=1)[C:9]([OH:11])=[O:10])([CH3:37])[CH3:33]. (2) The product is: [O:27]=[C:2]([CH3:3])[CH2:1][C:4]1[CH:5]=[CH:6][C:7]2[NH:13][C:12](=[O:14])[CH2:11][C:10]3[C:15]4[C:20]([NH:21][C:9]=3[C:8]=2[CH:26]=1)=[CH:19][CH:18]=[C:17]([C:22]([F:25])([F:23])[F:24])[CH:16]=4. Given the reactants [CH2:1]([C:4]1[CH:5]=[CH:6][C:7]2[NH:13][C:12](=[O:14])[CH2:11][C:10]3[C:15]4[C:20]([NH:21][C:9]=3[C:8]=2[CH:26]=1)=[CH:19][CH:18]=[C:17]([C:22]([F:25])([F:24])[F:23])[CH:16]=4)[CH:2]=[CH2:3].[OH2:27], predict the reaction product. (3) Given the reactants [CH3:1][O:2][C:3](=[O:24])[CH2:4][CH2:5][C:6]([C:8](=[O:23])[N:9]([CH2:20][CH:21]=C)[CH2:10][CH2:11][CH2:12][C:13]1[CH:18]=[CH:17][C:16]([CH3:19])=[CH:15][CH:14]=1)=C, predict the reaction product. The product is: [CH3:1][O:2][C:3](=[O:24])[CH2:4][CH2:5][C:6]1[C:8](=[O:23])[N:9]([CH2:10][CH2:11][CH2:12][C:13]2[CH:14]=[CH:15][C:16]([CH3:19])=[CH:17][CH:18]=2)[CH2:20][CH:21]=1. (4) Given the reactants [Cl:1][CH2:2][C:3](Cl)=[O:4].[Br:6][C:7]1[CH:16]=[C:15]2[C:10]([C:11]([NH:18][CH2:19][CH:20]3[CH2:25][CH2:24][O:23][CH2:22][CH2:21]3)=[C:12]([NH2:17])[CH:13]=[N:14]2)=[CH:9][CH:8]=1, predict the reaction product. The product is: [Br:6][C:7]1[CH:16]=[C:15]2[C:10]([C:11]([NH:18][CH2:19][CH:20]3[CH2:21][CH2:22][O:23][CH2:24][CH2:25]3)=[C:12]([NH:17][C:3](=[O:4])[CH2:2][Cl:1])[CH:13]=[N:14]2)=[CH:9][CH:8]=1. (5) Given the reactants [O:1]=[C:2]1[NH:7][C:6]2[CH:8]=[C:9]([C:12](OC)=[O:13])[CH:10]=[N:11][C:5]=2[N:4]2[CH2:16][CH2:17][S:18][CH2:19][CH:3]12.[H-].[Na+].[H-].[Al+3].[Li+].[H-].[H-].[H-].CO, predict the reaction product. The product is: [OH:13][CH2:12][C:9]1[CH:10]=[N:11][C:5]2[N:4]3[CH2:16][CH2:17][S:18][CH2:19][CH:3]3[C:2](=[O:1])[NH:7][C:6]=2[CH:8]=1. (6) Given the reactants [CH2:1](I)[CH3:2].C(=O)([O-])[O-].[K+].[K+].[F:10][C:11]1[CH:12]=[C:13]([C:17]2[CH:25]=[C:24]3[C:20]([CH2:21][CH2:22][CH:23]3[NH:26][C:27]3[CH:28]=[C:29]([CH:38]=[CH:39][CH:40]=3)[O:30][CH2:31][C:32]([O:34][CH:35]([CH3:37])[CH3:36])=[O:33])=[CH:19][CH:18]=2)[CH:14]=[CH:15][CH:16]=1, predict the reaction product. The product is: [CH2:1]([N:26]([CH:23]1[C:24]2[C:20](=[CH:19][CH:18]=[C:17]([C:13]3[CH:14]=[CH:15][CH:16]=[C:11]([F:10])[CH:12]=3)[CH:25]=2)[CH2:21][CH2:22]1)[C:27]1[CH:28]=[C:29]([CH:38]=[CH:39][CH:40]=1)[O:30][CH2:31][C:32]([O:34][CH:35]([CH3:36])[CH3:37])=[O:33])[CH3:2]. (7) The product is: [CH2:44]([CH:40]([CH2:41][CH:42]=[CH2:43])[CH2:39][O:38][SiH2:37][C:34]1[CH:35]=[CH:36][C:31]([N:30]([C:27]2[CH:26]=[CH:25][C:24]([SiH2:23][O:22][CH2:21][CH:20]([CH2:17][CH:18]=[CH2:19])[CH2:47][CH:48]=[CH2:49])=[CH:29][CH:28]=2)[C:9]2[CH:14]=[CH:13][C:12]([O:15][CH3:16])=[CH:11][CH:10]=2)=[CH:32][CH:33]=1)[CH:45]=[CH2:46]. Given the reactants C1(C)C=CC=CC=1.Br[C:9]1[CH:14]=[CH:13][C:12]([O:15][CH3:16])=[CH:11][CH:10]=1.[CH2:17]([CH:20]([CH2:47][CH:48]=[CH2:49])[CH2:21][O:22][SiH2:23][C:24]1[CH:29]=[CH:28][C:27]([NH:30][C:31]2[CH:36]=[CH:35][C:34]([SiH2:37][O:38][CH2:39][CH:40]([CH2:44][CH:45]=[CH2:46])[CH2:41][CH:42]=[CH2:43])=[CH:33][CH:32]=2)=[CH:26][CH:25]=1)[CH:18]=[CH2:19].CC([O-])(C)C.[Na+], predict the reaction product. (8) Given the reactants [NH2:1][C:2]1[CH:7]=[CH:6][C:5]([C:8]2[O:12][C:11]([CH:13]3[CH2:18][CH2:17][CH:16]([C:19]([O:21][CH3:22])=[O:20])[CH2:15][CH2:14]3)=[N:10][CH:9]=2)=[CH:4][CH:3]=1.[C:23]([C:27]1[CH:35]=[CH:34][C:30]([C:31](Cl)=[O:32])=[CH:29][CH:28]=1)([CH3:26])([CH3:25])[CH3:24], predict the reaction product. The product is: [C:23]([C:27]1[CH:28]=[CH:29][C:30]([C:31]([NH:1][C:2]2[CH:3]=[CH:4][C:5]([C:8]3[O:12][C:11]([CH:13]4[CH2:14][CH2:15][CH:16]([C:19]([O:21][CH3:22])=[O:20])[CH2:17][CH2:18]4)=[N:10][CH:9]=3)=[CH:6][CH:7]=2)=[O:32])=[CH:34][CH:35]=1)([CH3:26])([CH3:24])[CH3:25].